This data is from Reaction yield outcomes from USPTO patents with 853,638 reactions. The task is: Predict the reaction yield, written as a fraction of the theoretical maximum amount of product (1.0 means a 100% yield; for example, 0.34 means a 34% yield). (1) The reactants are [F:1][C:2]1[C:3]([NH:26][C:27]2[CH:32]=[CH:31][C:30]([I:33])=[CH:29][C:28]=2[F:34])=[C:4]([C:9]([N:11]2[CH2:14][C:13]([C@H:16]([NH:18]C(=O)OC(C)(C)C)[CH3:17])([OH:15])[CH2:12]2)=[O:10])[CH:5]=[CH:6][C:7]=1[F:8].[ClH:35]. The catalyst is CO. The product is [ClH:35].[NH2:18][C@@H:16]([C:13]1([OH:15])[CH2:14][N:11]([C:9]([C:4]2[CH:5]=[CH:6][C:7]([F:8])=[C:2]([F:1])[C:3]=2[NH:26][C:27]2[CH:32]=[CH:31][C:30]([I:33])=[CH:29][C:28]=2[F:34])=[O:10])[CH2:12]1)[CH3:17]. The yield is 0.970. (2) The reactants are Br[C:2]1[CH:9]=[C:8]([N:10]2[C:18]3[CH2:17][C:16]([CH3:20])([CH3:19])[CH2:15][C:14](=[O:21])[C:13]=3[C:12]([CH3:22])=[CH:11]2)[CH:7]=[CH:6][C:3]=1[C:4]#[N:5].[CH3:23][O:24][C:25]1[CH:26]=[C:27]([CH:29]=[C:30]([O:34][CH3:35])[C:31]=1[O:32][CH3:33])[NH2:28].CC(C)([O-:39])C.[Na+]. The catalyst is C1(C)C=CC=CC=1.C([O-])(=O)C.[Pd+2].C([O-])(=O)C.C1(P(C2C=CC=CC=2)[C-]2C=CC=C2)C=CC=CC=1.[C-]1(P(C2C=CC=CC=2)C2C=CC=CC=2)C=CC=C1.[Fe+2]. The product is [CH3:35][O:34][C:30]1[CH:29]=[C:27]([NH:28][C:2]2[CH:9]=[C:8]([N:10]3[C:18]4[CH2:17][C:16]([CH3:20])([CH3:19])[CH2:15][C:14](=[O:21])[C:13]=4[C:12]([CH3:22])=[CH:11]3)[CH:7]=[CH:6][C:3]=2[C:4]([NH2:5])=[O:39])[CH:26]=[C:25]([O:24][CH3:23])[C:31]=1[O:32][CH3:33]. The yield is 0.200. (3) The reactants are C([Li])CCC.CCCCCC.Br[C:13]1[CH:14]=[N:15][CH:16]=[CH:17][CH:18]=1.[CH:19](=[O:26])[C:20]1[CH:25]=[CH:24][CH:23]=[N:22][CH:21]=1.Cl. The catalyst is C(OCC)(=O)C.O1CCCC1.C1(C)C=CC=CC=1. The product is [N:15]1[CH:16]=[CH:17][CH:18]=[C:13]([CH:19]([C:20]2[CH:21]=[N:22][CH:23]=[CH:24][CH:25]=2)[OH:26])[CH:14]=1. The yield is 0.400. (4) The reactants are Br[C:2]1[CH:3]=[CH:4][C:5]2[O:11][CH2:10][CH2:9][N:8]3[CH:12]=[C:13]([C:15]4[N:19]([C:20]5[CH:25]=[CH:24][CH:23]=[CH:22][C:21]=5[Cl:26])[N:18]=[C:17]([NH2:27])[N:16]=4)[N:14]=[C:7]3[C:6]=2[CH:28]=1.[Cl:29][C:30]1[CH:35]=[CH:34][C:33](B(O)O)=[CH:32][CH:31]=1.C([O-])([O-])=O.[Cs+].[Cs+].O. The catalyst is O1CCOCC1.C1C=CC(P(C2C=CC=CC=2)[C-]2C=CC=C2)=CC=1.C1C=CC(P(C2C=CC=CC=2)[C-]2C=CC=C2)=CC=1.Cl[Pd]Cl.[Fe+2]. The product is [Cl:26][C:21]1[CH:22]=[CH:23][CH:24]=[CH:25][C:20]=1[N:19]1[C:15]([C:13]2[N:14]=[C:7]3[C:6]4[CH:28]=[C:2]([C:33]5[CH:34]=[CH:35][C:30]([Cl:29])=[CH:31][CH:32]=5)[CH:3]=[CH:4][C:5]=4[O:11][CH2:10][CH2:9][N:8]3[CH:12]=2)=[N:16][C:17]([NH2:27])=[N:18]1. The yield is 0.422. (5) The reactants are C(NC(C)C)(C)C.C([Li])CCC.C([N-]C(C)C)(C)C.[Li+].[CH3:21][C:22]1[CH:38]=[CH:37][CH:36]=[CH:35][C:23]=1[C:24]([NH:26][CH2:27][C:28]1[CH:33]=[CH:32][C:31]([CH3:34])=[CH:30][CH:29]=1)=[O:25].CO[C:41](=O)[C:42]1[CH:47]=[CH:46][CH:45]=[C:44]([CH3:48])[CH:43]=1. The catalyst is C1COCC1.CCCCCC. The product is [CH3:34][C:31]1[CH:30]=[CH:29][C:28]([CH2:27][N:26]2[C:41]([C:42]3[CH:43]=[C:44]([CH3:48])[CH:45]=[CH:46][CH:47]=3)=[CH:21][C:22]3[C:23](=[CH:35][CH:36]=[CH:37][CH:38]=3)[C:24]2=[O:25])=[CH:33][CH:32]=1. The yield is 0.470. (6) The reactants are Br[C:2]1[CH:3]=[CH:4][C:5]2[N:6]([N:8]=[C:9]([NH:11][C:12](=[O:19])[C:13]3[CH:18]=[CH:17][CH:16]=[CH:15][CH:14]=3)[N:10]=2)[CH:7]=1.[O:20]1[C:24]2[CH:25]=[CH:26][C:27](B(O)O)=[CH:28][C:23]=2[CH2:22][CH2:21]1. No catalyst specified. The product is [O:20]1[C:24]2[CH:25]=[CH:26][C:27]([C:2]3[CH:3]=[CH:4][C:5]4[N:6]([N:8]=[C:9]([NH:11][C:12](=[O:19])[C:13]5[CH:18]=[CH:17][CH:16]=[CH:15][CH:14]=5)[N:10]=4)[CH:7]=3)=[CH:28][C:23]=2[CH2:22][CH2:21]1. The yield is 0.690. (7) The reactants are [H-].[Na+].[CH3:3][NH:4][C:5](=[O:10])[C:6]([F:9])([F:8])[F:7].Br[CH2:12][CH2:13][CH2:14][CH2:15][CH:16]=[CH2:17].O. The catalyst is CN(C=O)C. The product is [F:7][C:6]([F:9])([F:8])[C:5]([N:4]([CH2:17][CH2:16][CH2:15][CH2:14][CH:13]=[CH2:12])[CH3:3])=[O:10]. The yield is 0.560. (8) The reactants are [CH3:1][O:2][C:3](=[O:16])[C:4]1[CH:9]=[C:8]([N+:10]([O-:12])=[O:11])[C:7]([NH2:13])=[C:6]([F:14])[C:5]=1F.[F:17][C:18]1[CH:23]=[CH:22][CH:21]=[CH:20][C:19]=1[NH2:24]. The catalyst is C(Cl)Cl. The product is [CH3:1][O:2][C:3](=[O:16])[C:4]1[CH:9]=[C:8]([N+:10]([O-:12])=[O:11])[C:7]([NH2:13])=[C:6]([F:14])[C:5]=1[NH:24][C:19]1[CH:20]=[CH:21][CH:22]=[CH:23][C:18]=1[F:17]. The yield is 0.520. (9) The reactants are [F:1][C:2]([F:21])([F:20])[CH2:3][CH2:4][C:5]([NH:7][C@@H:8]([CH3:19])[C:9]([O:11]CC1C=CC=CC=1)=[O:10])=[O:6]. The catalyst is CO.[Pd]. The product is [F:1][C:2]([F:20])([F:21])[CH2:3][CH2:4][C:5]([NH:7][C@@H:8]([CH3:19])[C:9]([OH:11])=[O:10])=[O:6]. The yield is 0.990.